Dataset: Full USPTO retrosynthesis dataset with 1.9M reactions from patents (1976-2016). Task: Predict the reactants needed to synthesize the given product. (1) Given the product [CH3:9][C:8]([CH2:15][CH:3]1[C:4](=[O:5])[O:6][C:1](=[O:7])[CH2:2]1)=[CH2:13], predict the reactants needed to synthesize it. The reactants are: [C:1]1(=[O:7])[O:6][C:4](=[O:5])[CH:3]=[CH:2]1.[C:8]1([CH3:15])[C:9]([CH3:15])=[CH:13][CH:8]=[CH:9][CH:13]=1. (2) Given the product [Cl:33][C:30]1[CH:25]=[CH:26][C:7]2[C:2](=[CH:3][C:4]([CH3:9])=[N:5][C:6]=2[CH3:8])[N:1]=1, predict the reactants needed to synthesize it. The reactants are: [NH2:1][C:2]1[CH:7]=[C:6]([CH3:8])[N:5]=[C:4]([CH3:9])[CH:3]=1.II.FC(F)(F)C(OI([C:25]1[CH:30]=CC=C[CH:26]=1)OC(=O)C(F)(F)F)=O.[Cl:33]CCl. (3) Given the product [Cl:19][C:20]1[C:25]([Cl:26])=[CH:24][CH:23]=[CH:22][C:21]=1[N:27]1[CH2:33][CH2:32][CH2:31][N:30]([CH2:2][CH2:3][CH2:4][O:5][C:6]2[CH:15]=[C:14]3[C:9]([CH:10]=[CH:11][C:12](=[O:16])[NH:13]3)=[CH:8][CH:7]=2)[CH2:29][CH2:28]1, predict the reactants needed to synthesize it. The reactants are: Br[CH2:2][CH2:3][CH2:4][O:5][C:6]1[CH:15]=[C:14]2[C:9]([CH:10]=[CH:11][C:12](=[O:16])[NH:13]2)=[CH:8][CH:7]=1.[Na+].[I-].[Cl:19][C:20]1[C:25]([Cl:26])=[CH:24][CH:23]=[CH:22][C:21]=1[N:27]1[CH2:33][CH2:32][CH2:31][N:30](CCCCOC2C=C3C(CCC(=O)N3)=CC=2)[CH2:29][CH2:28]1.C([O-])([O-])=O.[K+].[K+]. (4) Given the product [S:1]1[C:5]2[CH:6]=[CH:7][C:8]([C:10]3[CH2:14][CH2:13][C@:12]([C:18]4[CH:23]=[CH:22][CH:21]=[C:20]([F:24])[C:19]=4[CH3:25])([C:15]([NH:55][OH:54])=[O:16])[CH:11]=3)=[CH:9][C:4]=2[N:3]=[CH:2]1, predict the reactants needed to synthesize it. The reactants are: [S:1]1[C:5]2[CH:6]=[CH:7][C:8]([C:10]3[CH2:14][CH2:13][C@:12]([C:18]4[CH:23]=[CH:22][CH:21]=[C:20]([F:24])[C:19]=4[CH3:25])([C:15](O)=[O:16])[CH:11]=3)=[CH:9][C:4]=2[N:3]=[CH:2]1.CN(C(F)=[N+](C)C)C.F[P-](F)(F)(F)(F)F.CCN(CC)CC.O1CCCCC1[O:54][NH2:55].Cl. (5) Given the product [CH:12]1([C:2]2[CH:9]=[CH:8][C:5]([CH:6]=[O:7])=[CH:4][CH:3]=2)[CH2:14][CH2:13]1, predict the reactants needed to synthesize it. The reactants are: Br[C:2]1[CH:9]=[CH:8][C:5]([CH:6]=[O:7])=[CH:4][CH:3]=1.[F-].[K+].[CH:12]1(B(O)O)[CH2:14][CH2:13]1. (6) The reactants are: [F:1][C:2]([F:24])([C:7]([F:23])([F:22])[C:8]1[N:12]=[C:11]([C:13]2[CH:18]=[CH:17][C:16]([N+:19]([O-])=O)=[CH:15][CH:14]=2)[NH:10][N:9]=1)[C:3]([O:5][CH3:6])=[O:4].[H][H]. Given the product [NH2:19][C:16]1[CH:15]=[CH:14][C:13]([C:11]2[NH:10][N:9]=[C:8]([C:7]([F:23])([F:22])[C:2]([F:24])([F:1])[C:3]([O:5][CH3:6])=[O:4])[N:12]=2)=[CH:18][CH:17]=1, predict the reactants needed to synthesize it. (7) Given the product [N:8]1([C:1]([N:3]2[C:4]3[C:18](=[CH:17][CH:16]=[CH:15][CH:14]=3)[CH2:19][CH2:6][CH2:7]2)=[O:2])[CH:12]=[CH:11][N:10]=[CH:9]1, predict the reactants needed to synthesize it. The reactants are: [C:1]([N:8]1[CH:12]=[CH:11][N:10]=[CH:9]1)([N:3]1[CH:7]=[CH:6]N=[CH:4]1)=[O:2].N1C2[C:17](=[CH:18][CH:19]=CC=2)[CH2:16][CH2:15][CH2:14]1.